From a dataset of Reaction yield outcomes from USPTO patents with 853,638 reactions. Predict the reaction yield, written as a fraction of the theoretical maximum amount of product (1.0 means a 100% yield; for example, 0.34 means a 34% yield). (1) The reactants are [OH:1][C:2]1[CH:12]=[CH:11][CH:10]=[CH:9][C:3]=1[CH:4]=[CH:5][C:6]([OH:8])=[O:7].[CH3:13]O. The catalyst is S(=O)(=O)(O)O.C(OCC)(=O)C. The product is [OH:1][C:2]1[CH:12]=[CH:11][CH:10]=[CH:9][C:3]=1[CH:4]=[CH:5][C:6]([O:8][CH3:13])=[O:7]. The yield is 0.914. (2) The yield is 0.510. The catalyst is CO. The product is [F:35][C:33]([F:34])([F:36])[C:31]1[CH:32]=[C:27]([CH:28]=[C:29]([C:37]([F:40])([F:38])[F:39])[CH:30]=1)[CH2:26][N:19]([C:20]1[N:21]=[N:22][N:23]([CH3:25])[N:24]=1)[C@H:15]1[CH2:16][CH2:17][CH2:18][N:12]([C:9]2[CH:8]=[CH:7][C:6]([C:5]([OH:50])=[O:4])=[CH:11][CH:10]=2)[C:13]2[CH:44]=[C:43]([C:45]([F:46])([F:47])[F:48])[C:42]([CH3:49])=[CH:41][C:14]1=2. The reactants are [OH-].[Na+].C[O:4][C:5](=[O:50])[C:6]1[CH:11]=[CH:10][C:9]([N:12]2[CH2:18][CH2:17][CH2:16][C@H:15]([N:19]([CH2:26][C:27]3[CH:32]=[C:31]([C:33]([F:36])([F:35])[F:34])[CH:30]=[C:29]([C:37]([F:40])([F:39])[F:38])[CH:28]=3)[C:20]3[N:21]=[N:22][N:23]([CH3:25])[N:24]=3)[C:14]3[CH:41]=[C:42]([CH3:49])[C:43]([C:45]([F:48])([F:47])[F:46])=[CH:44][C:13]2=3)=[CH:8][CH:7]=1.Cl. (3) The reactants are [CH3:1][O:2][C:3]1[CH:4]=[C:5]2[C:9](=[CH:10][CH:11]=1)[NH:8][C:7]([CH3:12])=[CH:6]2.[H-].[Na+].Br[CH2:16][CH2:17][C:18]([O:20]CC)=[O:19]. The catalyst is CN(C)C=O. The product is [CH3:1][O:2][C:3]1[CH:4]=[C:5]2[C:9](=[CH:10][CH:11]=1)[NH:8][C:7]([CH3:12])=[C:6]2[CH2:16][CH2:17][C:18]([OH:20])=[O:19]. The yield is 0.770. (4) The reactants are [O:1]1[CH:5]=[CH:4][CH:3]=[C:2]1[C:6]([N:8]1[C:17]2[C:12](=[CH:13][CH:14]=[C:15](B3OC(C)(C)C(C)(C)O3)[CH:16]=2)[N:11]([C:27](=[O:29])[CH3:28])[C@@H:10]([CH3:30])[CH2:9]1)=[O:7].[N:31]1([C:36](Cl)=[O:37])[CH2:35][CH2:34][CH2:33][CH2:32]1.[F-].[Cs+]. No catalyst specified. The product is [O:1]1[CH:5]=[CH:4][CH:3]=[C:2]1[C:6]([N:8]1[C:17]2[C:12](=[CH:13][CH:14]=[C:15]([C:36]([N:31]3[CH2:35][CH2:34][CH2:33][CH2:32]3)=[O:37])[CH:16]=2)[N:11]([C:27](=[O:29])[CH3:28])[C@@H:10]([CH3:30])[CH2:9]1)=[O:7]. The yield is 0.0800. (5) The reactants are [CH3:1][O:2][C:3]1[N:8]=[CH:7][C:6]([N:9]2[C:13]([C:14]3[N:15]=[N:16][CH:17]=[CH:18][CH:19]=3)=[CH:12][C:11]([C:20]([O-:22])=O)=[N:10]2)=[CH:5][CH:4]=1.[Li+].[C:24]([NH2:28])([CH3:27])([CH3:26])[CH3:25]. No catalyst specified. The product is [C:24]([NH:28][C:20]([C:11]1[CH:12]=[C:13]([C:14]2[N:15]=[N:16][CH:17]=[CH:18][CH:19]=2)[N:9]([C:6]2[CH:7]=[N:8][C:3]([O:2][CH3:1])=[CH:4][CH:5]=2)[N:10]=1)=[O:22])([CH3:27])([CH3:26])[CH3:25]. The yield is 0.400. (6) The reactants are [CH3:1][C:2]1[N:6]([CH2:7][C:8]2[CH:9]=[CH:10][CH:11]=[C:12]3[C:17]=2[N:16]=[CH:15][CH:14]=[CH:13]3)[C:5]2[CH:18]=[C:19]([N:26]3[CH2:31][CH2:30][O:29][CH2:28][CH2:27]3)[CH:20]=[C:21]([C:22]([O:24]C)=[O:23])[C:4]=2[N:3]=1.[Li+].[OH-]. The catalyst is C1COCC1. The product is [CH3:1][C:2]1[N:6]([CH2:7][C:8]2[CH:9]=[CH:10][CH:11]=[C:12]3[C:17]=2[N:16]=[CH:15][CH:14]=[CH:13]3)[C:5]2[CH:18]=[C:19]([N:26]3[CH2:31][CH2:30][O:29][CH2:28][CH2:27]3)[CH:20]=[C:21]([C:22]([OH:24])=[O:23])[C:4]=2[N:3]=1. The yield is 0.690. (7) The reactants are [NH2:1][C:2]1[C:11]2[CH:10]=[CH:9][CH:8]=[C:7](Br)[C:6]=2[N:5]=[C:4]2[CH2:13][N:14]([CH2:17][CH2:18][CH3:19])[C:15](=[O:16])[C:3]=12.[CH3:20][O:21][C:22]1[C:27](B(O)O)=[CH:26][CH:25]=[C:24]([O:31][CH3:32])[N:23]=1. No catalyst specified. The product is [NH2:1][C:2]1[C:11]2[CH:10]=[CH:9][CH:8]=[C:7]([C:27]3[C:22]([O:21][CH3:20])=[N:23][C:24]([O:31][CH3:32])=[CH:25][CH:26]=3)[C:6]=2[N:5]=[C:4]2[CH2:13][N:14]([CH2:17][CH2:18][CH3:19])[C:15](=[O:16])[C:3]=12. The yield is 0.690. (8) The reactants are Cl[CH2:2][C:3]1[N:4]=[C:5]([C:9]2[CH:18]=[CH:17][C:12]([C:13]([O:15][CH3:16])=[O:14])=[CH:11][CH:10]=2)[O:6][C:7]=1[CH3:8].[CH:19]1[C:24]([OH:25])=[CH:23][CH:22]=[C:21]([CH3:26])[CH:20]=1.C([O-])([O-])=O.[Cs+].[Cs+]. The catalyst is CN(C)C=O.O. The product is [CH3:8][C:7]1[O:6][C:5]([C:9]2[CH:18]=[CH:17][C:12]([C:13]([O:15][CH3:16])=[O:14])=[CH:11][CH:10]=2)=[N:4][C:3]=1[CH2:2][O:25][C:24]1[CH:19]=[CH:20][C:21]([CH3:26])=[CH:22][CH:23]=1. The yield is 0.940. (9) The reactants are [Cl:1][C:2]1[CH:3]=[C:4](B2OC(C)(C)C(C)(C)O2)[CH:5]=[C:6]([Cl:9])[C:7]=1Br.Br[C:20]([C:22]([F:25])([F:24])[F:23])=[CH2:21].C([O-])([O-])=O.[Cs+].[Cs+]. The catalyst is C1COCC1.Cl[Pd](Cl)([P](C1C=CC=CC=1)(C1C=CC=CC=1)C1C=CC=CC=1)[P](C1C=CC=CC=1)(C1C=CC=CC=1)C1C=CC=CC=1. The product is [Cl:9][C:6]1[CH:5]=[C:4]([C:20]([C:22]([F:25])([F:24])[F:23])=[CH2:21])[CH:3]=[C:2]([Cl:1])[C:7]=1[C:22]([F:25])([F:24])[F:23]. The yield is 0.667. (10) The reactants are [CH:1]#[C:2][CH3:3].[Cl:4][C:5]1[CH:6]=[C:7](I)[C:8]([NH2:11])=[N:9][CH:10]=1.C(N(CC)CC)C. The catalyst is C1COCC1.[Cu]I. The product is [Cl:4][C:5]1[CH:6]=[C:7]([C:1]#[C:2][CH3:3])[C:8]([NH2:11])=[N:9][CH:10]=1. The yield is 1.00.